This data is from hERG Central: cardiac toxicity at 1µM, 10µM, and general inhibition. The task is: Predict hERG channel inhibition at various concentrations. (1) The drug is CCOC(=O)C1(CCc2ccccc2)CCN(Cc2ccc(NC(C)=O)cc2)CC1. Results: hERG_inhib (hERG inhibition (general)): blocker. (2) The drug is CC(C)OCCCn1c(=NC(=O)c2cccs2)c(C#N)cc2c(=O)n3ccccc3nc21. Results: hERG_inhib (hERG inhibition (general)): blocker. (3) The molecule is C/C(Cn1nnc2ccccc21)=N\OC(=O)c1ccccc1C. Results: hERG_inhib (hERG inhibition (general)): blocker.